From a dataset of Reaction yield outcomes from USPTO patents with 853,638 reactions. Predict the reaction yield, written as a fraction of the theoretical maximum amount of product (1.0 means a 100% yield; for example, 0.34 means a 34% yield). (1) The reactants are [F:1][C:2]([F:26])([F:25])[C:3]1[CH:8]=[CH:7][C:6]([C:9]2[S:10][C:11]3[CH2:16][CH2:15][N:14](C(OC(C)(C)C)=O)[CH2:13][C:12]=3[N:24]=2)=[CH:5][CH:4]=1.[ClH:27].O1CCOCC1. No catalyst specified. The product is [ClH:27].[F:26][C:2]([F:1])([F:25])[C:3]1[CH:8]=[CH:7][C:6]([C:9]2[S:10][C:11]3[CH2:16][CH2:15][NH:14][CH2:13][C:12]=3[N:24]=2)=[CH:5][CH:4]=1. The yield is 0.580. (2) The reactants are O1CCCC1CCO.[CH2:9]([N:16]1[C:20](/[CH:21]=[CH:22]/[C:23]([O:25][CH2:26][CH3:27])=[O:24])=[CH:19][C:18]([O:28][CH2:29][CH2:30][CH3:31])=[N:17]1)[C:10]1[CH:15]=[CH:14][CH:13]=[CH:12][CH:11]=1. The catalyst is [C].[Pd]. The product is [CH2:9]([N:16]1[C:20]([CH2:21][CH2:22][C:23]([O:25][CH2:26][CH3:27])=[O:24])=[CH:19][C:18]([O:28][CH2:29][CH2:30][CH3:31])=[N:17]1)[C:10]1[CH:11]=[CH:12][CH:13]=[CH:14][CH:15]=1. The yield is 0.710. (3) The reactants are [F:1][C:2]1[CH:7]=[C:6]([F:8])[CH:5]=[CH:4][C:3]=1[N:9]1[C:13]([C:14]2[S:23][C:22]3[C:21]4[N:24]=[C:25]([C:28]#[C:29][CH:30]([OH:32])[CH3:31])[CH:26]=[CH:27][C:20]=4[O:19][CH2:18][CH2:17][C:16]=3[CH:15]=2)=[N:12][CH:11]=[N:10]1.ClC1C=CC2OCCC3C=C(C4N(C5C=CC(F)=CC=5F)N=CN=4)SC=3C=2N=1.CC(O)C#C. No catalyst specified. The product is [F:1][C:2]1[CH:7]=[C:6]([F:8])[CH:5]=[CH:4][C:3]=1[N:9]1[C:13]([C:14]2[S:23][C:22]3[C:21]4[N:24]=[C:25]([CH2:28][CH2:29][CH:30]([OH:32])[CH3:31])[CH:26]=[CH:27][C:20]=4[O:19][CH2:18][CH2:17][C:16]=3[CH:15]=2)=[N:12][CH:11]=[N:10]1. The yield is 0.380. (4) The reactants are [F:1][C:2]1[CH:3]=[CH:4][C:5]2[O:10][CH2:9][C:8](=[O:11])[N:7]([CH2:12][C@H:13]([CH3:16])[CH2:14]I)[C:6]=2[CH:17]=1.[CH2:18]([CH:22]1[CH2:28][CH:27]2[NH:29][CH:24]([CH2:25][CH2:26]2)[CH2:23]1)[CH2:19][CH2:20][CH3:21]. The catalyst is CCCCCCC.CCOC(C)=O. The yield is 0.580. The product is [CH2:18]([CH:22]1[CH2:23][CH:24]2[N:29]([CH2:14][C@@H:13]([CH3:16])[CH2:12][N:7]3[C:6]4[CH:17]=[C:2]([F:1])[CH:3]=[CH:4][C:5]=4[O:10][CH2:9][C:8]3=[O:11])[CH:27]([CH2:26][CH2:25]2)[CH2:28]1)[CH2:19][CH2:20][CH3:21]. (5) The reactants are [Cl:1][C:2]1[CH:11]=[C:10]2[C:5]([C:6]([C:28]3[CH:29]=[CH:30][CH:31]=[C:32]([CH:34]=[CH:35][C:36]([O:38][CH2:39][CH3:40])=[O:37])[CH:33]=3)=[C:7]([CH2:13][C:14]([NH:16][C:17]3[CH:22]=[CH:21][C:20]([F:23])=[CH:19][C:18]=3[C:24]([F:27])([F:26])[F:25])=[O:15])[C:8](=[O:12])[O:9]2)=[CH:4][C:3]=1[CH3:41]. The catalyst is [Ni].C1COCC1.C(O)C. The product is [Cl:1][C:2]1[CH:11]=[C:10]2[C:5]([C:6]([C:28]3[CH:29]=[CH:30][CH:31]=[C:32]([CH2:34][CH2:35][C:36]([O:38][CH2:39][CH3:40])=[O:37])[CH:33]=3)=[C:7]([CH2:13][C:14]([NH:16][C:17]3[CH:22]=[CH:21][C:20]([F:23])=[CH:19][C:18]=3[C:24]([F:25])([F:27])[F:26])=[O:15])[C:8](=[O:12])[O:9]2)=[CH:4][C:3]=1[CH3:41]. The yield is 0.690. (6) The yield is 0.603. The product is [Cl:18][C:4]1[CH:5]=[C:6]([CH:8]2[CH2:13][CH2:12][N:11]([CH:14]3[CH2:17][O:16][CH2:15]3)[CH2:10][CH2:9]2)[CH:7]=[C:2]([N:24]2[CH2:25][CH:22]([O:21][CH3:20])[CH2:23]2)[N:3]=1. The reactants are Cl[C:2]1[CH:7]=[C:6]([CH:8]2[CH2:13][CH2:12][N:11]([CH:14]3[CH2:17][O:16][CH2:15]3)[CH2:10][CH2:9]2)[CH:5]=[C:4]([Cl:18])[N:3]=1.Cl.[CH3:20][O:21][CH:22]1[CH2:25][NH:24][CH2:23]1.CCN(C(C)C)C(C)C.O. The catalyst is CS(C)=O. (7) The reactants are [CH2:1]([NH:5][C:6]1[N:11]2[N:12]=[C:13]([C:24]3[CH:29]=[CH:28][C:27]([F:30])=[CH:26][CH:25]=3)[C:14]([C:15]3[CH:20]=[CH:19][N:18]=[C:17](S(C)=O)[N:16]=3)=[C:10]2[CH:9]=[CH:8][CH:7]=1)[CH2:2][CH2:3][CH3:4].[NH2:31][CH2:32][CH2:33][CH2:34][OH:35]. The catalyst is O1CCCC1. The product is [CH2:1]([NH:5][C:6]1[N:11]2[N:12]=[C:13]([C:24]3[CH:29]=[CH:28][C:27]([F:30])=[CH:26][CH:25]=3)[C:14]([C:15]3[CH:20]=[CH:19][N:18]=[C:17]([NH:31][CH2:32][CH2:33][CH2:34][OH:35])[N:16]=3)=[C:10]2[CH:9]=[CH:8][CH:7]=1)[CH2:2][CH2:3][CH3:4]. The yield is 0.900. (8) The reactants are Br[C:2]1[CH:7]=[CH:6][N:5]=[C:4]2[N:8]([S:14]([C:17]3[CH:22]=[CH:21][CH:20]=[CH:19][CH:18]=3)(=[O:16])=[O:15])[C:9]([CH:11]([F:13])[F:12])=[CH:10][C:3]=12.[O:23]=[S:24]1(=[O:49])[CH2:29][CH2:28][CH:27]([NH:30][S:31]([C:34]2[CH:39]=[CH:38][C:37](B3OC(C)(C)C(C)(C)O3)=[CH:36][CH:35]=2)(=[O:33])=[O:32])[CH2:26][CH2:25]1.C(=O)([O-])[O-].[Na+].[Na+].C(Cl)Cl. The catalyst is O1CCOCC1.O.[Cl-].[Na+].O.[Pd].C1(P([C-]2C=CC=C2)C2C=CC=CC=2)C=CC=CC=1.[C-]1(P(C2C=CC=CC=2)C2C=CC=CC=2)C=CC=C1.[Fe+2]. The product is [F:12][CH:11]([F:13])[C:9]1[N:8]([S:14]([C:17]2[CH:22]=[CH:21][CH:20]=[CH:19][CH:18]=2)(=[O:16])=[O:15])[C:4]2=[N:5][CH:6]=[CH:7][C:2]([C:37]3[CH:36]=[CH:35][C:34]([S:31]([NH:30][CH:27]4[CH2:26][CH2:25][S:24](=[O:23])(=[O:49])[CH2:29][CH2:28]4)(=[O:32])=[O:33])=[CH:39][CH:38]=3)=[C:3]2[CH:10]=1. The yield is 0.450.